The task is: Regression. Given a target protein amino acid sequence and a drug SMILES string, predict the binding affinity score between them. We predict pIC50 (pIC50 = -log10(IC50 in M); higher means more potent). Dataset: bindingdb_ic50.. This data is from Drug-target binding data from BindingDB using IC50 measurements. (1) The compound is N#C/C(=C\c1ccc(-c2cccs2)s1)c1nc2ccccc2[nH]1. The target protein (P10844) has sequence MPVTINNFNYNDPIDNNNIIMMEPPFARGTGRYYKAFKITDRIWIIPERYTFGYKPEDFNKSSGIFNRDVCEYYDPDYLNTNDKKNIFLQTMIKLFNRIKSKPLGEKLLEMIINGIPYLGDRRVPLEEFNTNIASVTVNKLISNPGEVERKKGIFANLIIFGPGPVLNENETIDIGIQNHFASREGFGGIMQMKFCPEYVSVFNNVQENKGASIFNRRGYFSDPALILMHELIHVLHGLYGIKVDDLPIVPNEKKFFMQSTDAIQAEELYTFGGQDPSIITPSTDKSIYDKVLQNFRGIVDRLNKVLVCISDPNININIYKNKFKDKYKFVEDSEGKYSIDVESFDKLYKSLMFGFTETNIAENYKIKTRASYFSDSLPPVKIKNLLDNEIYTIEEGFNISDKDMEKEYRGQNKAINKQAYEEISKEHLAVYKIQMCKSVKAPGICIDVDNEDLFFIADKNSFSDDLSKNERIEYNTQSNYIENDFPINELILDTDLISK.... The pIC50 is 4.0. (2) The small molecule is O=S(=O)(Nc1ccc(F)c(Nc2ncccc2-c2ncnc3[nH]cnc23)c1F)c1ccc(Cl)cc1. The target is CKENALLRYLLDKDD. The pIC50 is 6.3. (3) The small molecule is Nc1c(-c2ccc(F)cc2)c(-c2ccncc2)nn1-c1c(Cl)cc(Cl)cc1Cl. The target protein sequence is MRPSGTAGAALLALLAALCPASRALEEKKVCQGTSNKLTQLGTFEDHFLSLQRMFNNCEVVLGNLEITYVQRNYDLSFLKTIQEVAGYVLIALNTVERIPLENLQIIRGNMYYENSYALAVLSNYDANKTGLKELPMRNLQEILHGAVRFSNNPALCNVESIQWRDIVSSDFLSNMSMDFQNHLGSCQKCDPSCPNGSCWGAGEENCQKLTKIICAQQCSGRCRGKSPSDCCHNQCAAGCTGPRESDCLVCRKFRDEATCKDTCPPLMLYNPTTYQMDVNPEGKYSFGATCVKKCPRNYVVTDHGSCVRACGADSYEMEEDGVRKCKKCEGPCRKVCNGIGIGEFKDSLSINATNIKHFKNCTSISGDLHILPVAFRGDSFTHTPPLDPQELDILKTVKEITGFLLIQAWPENRTDLHAFENLEIIRGRTKQHGQFSLAVVSLNITSLGLRSLKEISDGDVIISGNKNLCYANTINWKKLFGTSGQKTKIISNRGENSCK.... The pIC50 is 5.6.